From a dataset of Full USPTO retrosynthesis dataset with 1.9M reactions from patents (1976-2016). Predict the reactants needed to synthesize the given product. (1) Given the product [CH3:1][N:2]1[C:6]2[C:7]([CH3:14])=[C:8]([C:11]([O:13][C:17]3[N:21]([CH:22]([CH3:24])[CH3:23])[N:20]=[CH:19][CH:18]=3)=[O:12])[CH:9]=[CH:10][C:5]=2[S:4][C:3]1=[O:15], predict the reactants needed to synthesize it. The reactants are: [CH3:1][N:2]1[C:6]2[C:7]([CH3:14])=[C:8]([C:11]([OH:13])=[O:12])[CH:9]=[CH:10][C:5]=2[S:4][C:3]1=[O:15].O[C:17]1[N:21]([CH:22]([CH3:24])[CH3:23])[N:20]=[CH:19][CH:18]=1.C(N=C=NCCCN(C)C)C. (2) Given the product [CH3:1][C:2]1[NH:3][C:4](=[O:12])[C:5]2[CH2:6][CH2:7][CH2:8][CH2:9][C:10]=2[CH:11]=1, predict the reactants needed to synthesize it. The reactants are: [CH3:1][C:2]1[NH:3][C:4](=[O:12])[C:5]2[C:10]([CH:11]=1)=[CH:9][CH:8]=[CH:7][CH:6]=2. (3) Given the product [F:10][C:11]1[CH:16]=[CH:15][C:14]([CH2:17][C:18]([NH:21][C:22]2[C:23]3[CH2:38][N:37]([CH:39]([CH3:40])[CH3:41])[C:36](=[O:42])[C:24]=3[N:25]=[C:26]([N:28]3[CH2:33][CH2:32][N:31]4[C:43](=[O:44])[O:35][CH2:34][C@H:30]4[CH2:29]3)[N:27]=2)([CH3:20])[CH3:19])=[CH:13][CH:12]=1, predict the reactants needed to synthesize it. The reactants are: CCN(C(C)C)C(C)C.[F:10][C:11]1[CH:16]=[CH:15][C:14]([CH2:17][C:18]([NH:21][C:22]2[C:23]3[CH2:38][N:37]([CH:39]([CH3:41])[CH3:40])[C:36](=[O:42])[C:24]=3[N:25]=[C:26]([N:28]3[CH2:33][CH2:32][NH:31][CH:30]([CH2:34][OH:35])[CH2:29]3)[N:27]=2)([CH3:20])[CH3:19])=[CH:13][CH:12]=1.[C:43](Cl)(Cl)=[O:44].C1(C)C=CC=CC=1. (4) Given the product [C:33]([C:35](=[CH:19][C:18]1[CH:21]=[CH:22][C:15]([NH:14][C:11]2[N:12]=[C:13]3[C:5]([C:3](=[O:4])[C:2]([CH3:32])([CH3:1])[CH3:31])=[CH:6][N:7]([CH2:23][O:24][CH2:25][CH2:26][Si:27]([CH3:30])([CH3:29])[CH3:28])[C:8]3=[N:9][CH:10]=2)=[CH:16][CH:17]=1)[C:36]([NH:38][CH2:39][CH3:40])=[O:37])#[N:34], predict the reactants needed to synthesize it. The reactants are: [CH3:1][C:2]([CH3:32])([CH3:31])[C:3]([C:5]1[C:13]2[C:8](=[N:9][CH:10]=[C:11]([NH:14][C:15]3[CH:22]=[CH:21][C:18]([CH:19]=O)=[CH:17][CH:16]=3)[N:12]=2)[N:7]([CH2:23][O:24][CH2:25][CH2:26][Si:27]([CH3:30])([CH3:29])[CH3:28])[CH:6]=1)=[O:4].[C:33]([CH2:35][C:36]([NH:38][CH2:39][CH3:40])=[O:37])#[N:34].N1CCCCC1. (5) The reactants are: [NH2:1][C:2]1[CH:3]=[C:4]([CH:36]=[CH:37][CH:38]=1)[CH2:5][O:6][CH2:7][CH2:8][O:9][C:10]1[CH:15]=[CH:14][C:13]([CH2:16][CH2:17][N:18]2[CH2:22][C@@H:21]([C:23]3[CH:34]=[CH:33][C:26]4[O:27][C:28]([CH3:32])([CH3:31])[O:29][CH2:30][C:25]=4[CH:24]=3)[O:20][C:19]2=[O:35])=[CH:12][CH:11]=1.[C:39](OC(=O)C)(=[O:41])[CH3:40].C(N(CC)C(C)C)(C)C. Given the product [CH3:31][C:28]1([CH3:32])[O:27][C:26]2[CH:33]=[CH:34][C:23]([C@H:21]3[O:20][C:19](=[O:35])[N:18]([CH2:17][CH2:16][C:13]4[CH:12]=[CH:11][C:10]([O:9][CH2:8][CH2:7][O:6][CH2:5][C:4]5[CH:3]=[C:2]([NH:1][C:39](=[O:41])[CH3:40])[CH:38]=[CH:37][CH:36]=5)=[CH:15][CH:14]=4)[CH2:22]3)=[CH:24][C:25]=2[CH2:30][O:29]1, predict the reactants needed to synthesize it. (6) The reactants are: [Br:1][C:2]1[CH:7]=[CH:6][C:5]([N:8]([CH2:16][CH2:17][CH3:18])[CH2:9][CH2:10][CH2:11][CH2:12][C:13]([OH:15])=[O:14])=[C:4]([CH:19]=O)[CH:3]=1.[C:21](=O)([O-])[O-].[K+].[K+].CI.C(=O)(OC)OC.C[O-].[Na+]. Given the product [Br:1][C:2]1[CH:7]=[CH:6][C:5]2[N:8]([CH2:16][CH2:17][CH3:18])[CH2:9][CH2:10][CH2:11][C:12]([C:13]([O:15][CH3:21])=[O:14])=[CH:19][C:4]=2[CH:3]=1, predict the reactants needed to synthesize it. (7) Given the product [F:14][C:2]([F:1])([F:13])[C:3]1[NH:4][C:5]2[C:11]([Br:15])=[C:10]([NH2:12])[CH:9]=[CH:8][C:6]=2[N:7]=1, predict the reactants needed to synthesize it. The reactants are: [F:1][C:2]([F:14])([F:13])[C:3]1[NH:4][C:5]2[CH:11]=[C:10]([NH2:12])[CH:9]=[CH:8][C:6]=2[N:7]=1.[Br:15]Br.